This data is from Full USPTO retrosynthesis dataset with 1.9M reactions from patents (1976-2016). The task is: Predict the reactants needed to synthesize the given product. (1) Given the product [CH3:1][O:2][C:3]([C:5]1[CH:6]([C:11](=[O:13])[NH:26][C:21]2([C:19]([O:18][C:14]([CH3:17])([CH3:16])[CH3:15])=[O:20])[CH2:23][CH:22]2[CH:24]=[CH2:25])[CH2:7][CH:8]([OH:10])[CH:9]=1)=[O:4], predict the reactants needed to synthesize it. The reactants are: [CH3:1][O:2][C:3]([C:5]1[CH:6]([C:11]([OH:13])=O)[CH2:7][CH:8]([OH:10])[CH:9]=1)=[O:4].[C:14]([O:18][C:19]([C@@:21]1([NH2:26])[CH2:23][C@H:22]1[CH:24]=[CH2:25])=[O:20])([CH3:17])([CH3:16])[CH3:15]. (2) Given the product [Br:24][CH:15]1[CH2:14][CH2:13][CH2:12][C:11]2[CH:18]=[C:7]([N:6]3[CH2:5][CH:4]([CH2:19][NH:20][C:21](=[O:23])[CH3:22])[O:3][C:2]3=[O:1])[CH:8]=[CH:9][C:10]=2[C:16]1=[O:17], predict the reactants needed to synthesize it. The reactants are: [O:1]=[C:2]1[N:6]([C:7]2[CH:8]=[CH:9][C:10]3[C:16](=[O:17])[CH2:15][CH2:14][CH2:13][CH2:12][C:11]=3[CH:18]=2)[CH2:5][CH:4]([CH2:19][NH:20][C:21](=[O:23])[CH3:22])[O:3]1.[Br:24]Br.C(=O)(O)[O-].[Na+].C(Cl)Cl. (3) Given the product [Br:1][C:2]1[CH:3]=[C:4]([NH:9][S:10]([C:13]2[CH:14]=[CH:15][C:16]([OH:19])=[CH:17][CH:18]=2)(=[O:11])=[O:12])[CH:5]=[C:6]([F:8])[CH:7]=1, predict the reactants needed to synthesize it. The reactants are: [Br:1][C:2]1[CH:3]=[C:4]([NH:9][S:10]([C:13]2[CH:18]=[CH:17][C:16]([O:19]C)=[CH:15][CH:14]=2)(=[O:12])=[O:11])[CH:5]=[C:6]([F:8])[CH:7]=1.B(Br)(Br)Br. (4) Given the product [Cl:8][CH2:7][C:6]([NH:21][C:15]1[C:14]2[C:18](=[C:19]([F:20])[C:11]([F:10])=[CH:12][CH:13]=2)[NH:17][N:16]=1)=[O:9], predict the reactants needed to synthesize it. The reactants are: [Cl:8][CH2:7][C:6](O[C:6](=[O:9])[CH2:7][Cl:8])=[O:9].[F:10][C:11]1[C:19]([F:20])=[C:18]2[C:14]([C:15]([NH2:21])=[N:16][NH:17]2)=[CH:13][CH:12]=1. (5) Given the product [CH3:1][C:2]1([CH3:31])[CH2:7][CH:6]([C:8]2[C:16]3[C:11](=[C:12]([C:26]([NH2:28])=[O:27])[CH:13]=[C:14]([C:33]4[S:37][C:36]([S:38]([N:41]5[CH2:45][CH2:44][CH2:43][CH2:42]5)(=[O:39])=[O:40])=[CH:35][CH:34]=4)[CH:15]=3)[NH:10][CH:9]=2)[CH2:5][CH2:4][S:3]1(=[O:30])=[O:29], predict the reactants needed to synthesize it. The reactants are: [CH3:1][C:2]1([CH3:31])[CH2:7][CH:6]([C:8]2[C:16]3[C:11](=[C:12]([C:26]([NH2:28])=[O:27])[CH:13]=[C:14](B4OC(C)(C)C(C)(C)O4)[CH:15]=3)[NH:10][CH:9]=2)[CH2:5][CH2:4][S:3]1(=[O:30])=[O:29].Br[C:33]1[S:37][C:36]([S:38]([N:41]2[CH2:45][CH2:44][CH2:43][CH2:42]2)(=[O:40])=[O:39])=[CH:35][CH:34]=1.C(=O)([O-])[O-].[K+].[K+]. (6) The reactants are: C([C:4]1[CH:9]=[CH:8][CH:7]=[CH:6][N:5]=1)(=O)C.[BrH:10].[CH3:11][C:12]([OH:14])=O. Given the product [BrH:10].[Br:10][CH2:11][C:12]([C:7]1[CH:6]=[N:5][CH:4]=[CH:9][CH:8]=1)=[O:14], predict the reactants needed to synthesize it. (7) Given the product [CH3:1][O:2][C:3]1[CH:12]=[C:11]2[C:6]([C:7]([CH3:27])=[CH:8][C:9]([NH:13][C@H:14]3[CH2:18][CH2:17][C@H:16]([NH2:19])[CH2:15]3)=[N:10]2)=[CH:5][CH:4]=1, predict the reactants needed to synthesize it. The reactants are: [CH3:1][O:2][C:3]1[CH:12]=[C:11]2[C:6]([C:7]([CH3:27])=[CH:8][C:9]([NH:13][C@H:14]3[CH2:18][CH2:17][C@H:16]([NH:19]C(=O)OC(C)(C)C)[CH2:15]3)=[N:10]2)=[CH:5][CH:4]=1.C(O)(C(F)(F)F)=O. (8) Given the product [Cl:1][C:2]1[N:3]=[CH:4][C:5]2[C:10]([CH:11]=1)=[C:9]1[C:8](=[CH:7][CH:6]=2)[C:14]2[C:15](=[O:21])[NH:18][CH2:16][CH2:17][C:13]=2[NH:12]1, predict the reactants needed to synthesize it. The reactants are: [Cl:1][C:2]1[N:3]=[CH:4][C:5]2[CH:6]=[CH:7][C:8]3[C:14]4[C:15](=[N:18]O)[CH2:16][CH2:17][C:13]=4[NH:12][C:9]=3[C:10]=2[CH:11]=1.C([O-])([O-])=[O:21].[Na+].[Na+]. (9) Given the product [Cl:8][C:6]1[CH:5]=[C:4]([CH:9]([C:22]([F:25])([F:24])[F:23])/[CH:10]=[CH:11]/[C:12]2[CH:20]=[CH:19][C:15]([C:16]([NH:29][CH2:28][C:27]([F:31])([F:30])[F:26])=[O:18])=[C:14]([CH3:21])[CH:13]=2)[CH:3]=[C:2]([Cl:1])[CH:7]=1, predict the reactants needed to synthesize it. The reactants are: [Cl:1][C:2]1[CH:3]=[C:4]([CH:9]([C:22]([F:25])([F:24])[F:23])/[CH:10]=[CH:11]/[C:12]2[CH:20]=[CH:19][C:15]([C:16]([OH:18])=O)=[C:14]([CH3:21])[CH:13]=2)[CH:5]=[C:6]([Cl:8])[CH:7]=1.[F:26][C:27]([F:31])([F:30])[CH2:28][NH2:29].O.ON1C2C=CC=CC=2N=N1.Cl.CN(C)CCCN=C=NCC.C(N(CC)C(C)C)(C)C.